This data is from Reaction yield outcomes from USPTO patents with 853,638 reactions. The task is: Predict the reaction yield, written as a fraction of the theoretical maximum amount of product (1.0 means a 100% yield; for example, 0.34 means a 34% yield). (1) The reactants are C(O[CH:4](OCC)[CH2:5][O:6][C:7]1[C:14]([CH3:15])=[CH:13][C:12]([F:16])=[CH:11][C:8]=1[CH:9]=O)C.[BH4-].[Na+].P(Br)(Br)[Br:23]. The catalyst is C(O)(=O)C. The product is [Br:23][CH2:4][C:5]1[O:6][C:7]2[C:14]([CH3:15])=[CH:13][C:12]([F:16])=[CH:11][C:8]=2[CH:9]=1. The yield is 0.360. (2) The yield is 0.713. The reactants are [CH3:1][NH:2][S:3]([CH3:6])(=[O:5])=[O:4].N1C=CC=CC=1.[C:13]([O:17][CH2:18][S:19][S:19][CH2:18][O:17][C:13](=[O:16])[CH2:14][CH3:15])(=[O:16])[CH2:14][CH3:15].BrBr. The catalyst is C(Cl)Cl.CC(OC)(C)C. The product is [CH3:1][N:2]([S:19][CH2:18][O:17][C:13](=[O:16])[CH2:14][CH3:15])[S:3]([CH3:6])(=[O:5])=[O:4]. (3) The yield is 0.960. The reactants are C[O:2][C:3](=[O:34])[CH:4]([C:6]1[CH:11]=[CH:10][C:9]([C:12]#[C:13][C:14]2[CH:23]=[C:22]([CH:24]3[CH2:26][CH2:25]3)[C:21]3[CH:20]([N:27]([CH:29]4[CH2:31][CH2:30]4)[CH3:28])[CH2:19][CH2:18][C:17]([CH3:33])([CH3:32])[C:16]=3[CH:15]=2)=[CH:8][CH:7]=1)[CH3:5].[OH-].[Li+].[Cl-].[NH4+]. The product is [CH:24]1([C:22]2[C:21]3[CH:20]([N:27]([CH:29]4[CH2:30][CH2:31]4)[CH3:28])[CH2:19][CH2:18][C:17]([CH3:32])([CH3:33])[C:16]=3[CH:15]=[C:14]([C:13]#[C:12][C:9]3[CH:8]=[CH:7][C:6]([CH:4]([CH3:5])[C:3]([OH:34])=[O:2])=[CH:11][CH:10]=3)[CH:23]=2)[CH2:26][CH2:25]1. The catalyst is CO.O1CCCC1. (4) The reactants are B(F)(F)F.CCOCC.[N+](=[CH:12][C:13]([O:15][CH2:16][CH3:17])=[O:14])=[N-].[CH3:18][C:19]1([CH:25]=[O:26])[CH2:24][CH2:23][O:22][CH2:21][CH2:20]1.[Na+].[Cl-]. The catalyst is C(Cl)Cl. The product is [CH2:16]([O:15][C:13](=[O:14])[CH2:12][C:25]([C:19]1([CH3:18])[CH2:24][CH2:23][O:22][CH2:21][CH2:20]1)=[O:26])[CH3:17]. The yield is 0.790. (5) The reactants are [Cl-].O[NH3+:3].[C:4](=[O:7])([O-])[OH:5].[Na+].CS(C)=O.[CH2:13]([C:17]1[N:18]=[C:19]([CH3:39])[NH:20][C:21](=[O:38])[C:22]=1[CH2:23][C:24]1[CH:29]=[CH:28][C:27]([C:30]2[C:31]([C:36]#[N:37])=[CH:32][CH:33]=[CH:34][CH:35]=2)=[CH:26][CH:25]=1)[CH2:14][CH2:15][CH3:16]. The catalyst is O.C(OCC)(=O)C. The product is [CH2:13]([C:17]1[N:18]=[C:19]([CH3:39])[NH:20][C:21](=[O:38])[C:22]=1[CH2:23][C:24]1[CH:29]=[CH:28][C:27]([C:30]2[CH:35]=[CH:34][CH:33]=[CH:32][C:31]=2[C:36]2[NH:3][C:4](=[O:7])[O:5][N:37]=2)=[CH:26][CH:25]=1)[CH2:14][CH2:15][CH3:16]. The yield is 0.310. (6) The yield is 0.550. No catalyst specified. The product is [Cl:12][C:4]1[CH:3]=[C:2]([NH:19][C:18]2[CH:20]=[C:14]([Cl:13])[CH:15]=[CH:16][C:17]=2[CH3:21])[C:7]([C:8]([O:10][CH3:11])=[O:9])=[CH:6][N:5]=1. The reactants are Cl[C:2]1[C:7]([C:8]([O:10][CH3:11])=[O:9])=[CH:6][N:5]=[C:4]([Cl:12])[CH:3]=1.[Cl:13][C:14]1[CH:15]=[CH:16][C:17]([CH3:21])=[C:18]([CH:20]=1)[NH2:19]. (7) The reactants are [Br:1][C:2]1[CH:7]=[CH:6][C:5]([NH:8][C:9]([C:11]2[N:12](COCC[Si](C)(C)C)[CH:13]=[C:14]([C:16]#[N:17])[N:15]=2)=[O:10])=[C:4]([C:26]2[CH2:31][CH2:30][CH2:29][CH2:28][CH:27]=2)[CH:3]=1.CCO.C(O)(C(F)(F)F)=O.C(O)CC. The catalyst is C(Cl)Cl. The product is [Br:1][C:2]1[CH:7]=[CH:6][C:5]([NH:8][C:9]([C:11]2[NH:12][CH:13]=[C:14]([C:16]#[N:17])[N:15]=2)=[O:10])=[C:4]([C:26]2[CH2:31][CH2:30][CH2:29][CH2:28][CH:27]=2)[CH:3]=1. The yield is 0.960.